Dataset: Full USPTO retrosynthesis dataset with 1.9M reactions from patents (1976-2016). Task: Predict the reactants needed to synthesize the given product. (1) Given the product [CH3:8][C:4]1[CH:5]=[CH:6][CH:7]=[C:2]([CH3:1])[C:3]=1[C:9]1[CH:14]=[CH:13][CH:12]=[C:11]([CH2:15][O:16][C:18]2[CH:19]=[C:20]3[C:24](=[CH:25][CH:26]=2)[NH:23][CH:22]=[CH:21]3)[CH:10]=1, predict the reactants needed to synthesize it. The reactants are: [CH3:1][C:2]1[CH:7]=[CH:6][CH:5]=[C:4]([CH3:8])[C:3]=1[C:9]1[CH:14]=[CH:13][CH:12]=[C:11]([CH2:15][OH:16])[CH:10]=1.O[C:18]1[CH:19]=[C:20]2[C:24](=[CH:25][CH:26]=1)[NH:23][CH:22]=[CH:21]2.C(P(CCCC)CCCC)CCC.N(C(N1CCCCC1)=O)=NC(N1CCCCC1)=O. (2) Given the product [CH3:1][N:2]1[C:6]([N:7]2[C:8](=[O:14])[CH2:9][CH2:10][N:33]([C:36]([O:38][C:39]([CH3:42])([CH3:41])[CH3:40])=[O:37])[CH2:12][CH2:13]2)=[C:5]([N+:15]([O-:17])=[O:16])[CH:4]=[N:3]1, predict the reactants needed to synthesize it. The reactants are: [CH3:1][N:2]1[C:6]([N:7]2[CH2:13][CH2:12]C[CH2:10][CH2:9][C:8]2=[O:14])=[C:5]([N+:15]([O-:17])=[O:16])[CH:4]=[N:3]1.BrC1N(C)N=CC=1[N+]([O-])=O.O=C1CC[N:33]([C:36]([O:38][C:39]([CH3:42])([CH3:41])[CH3:40])=[O:37])CCN1. (3) Given the product [CH:25]([N:17]1[C:18]2=[N:19][CH:20]=[N:21][C:22]([NH2:24])=[C:23]2[C:15]([C:5]2[CH:6]=[CH:7][C:8]([O:9][CH3:10])=[C:3]([O:2][CH3:1])[CH:4]=2)=[N:16]1)([CH3:27])[CH3:26], predict the reactants needed to synthesize it. The reactants are: [CH3:1][O:2][C:3]1[CH:4]=[C:5](B(O)O)[CH:6]=[CH:7][C:8]=1[O:9][CH3:10].I[C:15]1[C:23]2[C:18](=[N:19][CH:20]=[N:21][C:22]=2[NH2:24])[N:17]([CH:25]([CH3:27])[CH3:26])[N:16]=1.C([O-])([O-])=O.[Na+].[Na+]. (4) Given the product [CH:36]1([C:32]2[CH:31]=[C:30]([C:26]3[CH:25]=[C:24]([C:22]4[CH2:21][C:20](=[O:41])[NH:19][C:9]5[CH:10]=[C:11]([C:15]([F:16])([F:18])[F:17])[C:12]([CH3:14])=[CH:13][C:8]=5[N:7]=4)[CH:29]=[CH:28][CH:27]=3)[CH:35]=[CH:34][N:33]=2)[CH2:37][CH2:38][CH2:39][CH2:40]1, predict the reactants needed to synthesize it. The reactants are: C(OC(=O)[NH:7][C:8]1[CH:13]=[C:12]([CH3:14])[C:11]([C:15]([F:18])([F:17])[F:16])=[CH:10][C:9]=1[NH:19][C:20](=[O:41])[CH2:21][C:22]([C:24]1[CH:29]=[CH:28][CH:27]=[C:26]([C:30]2[CH:35]=[CH:34][N:33]=[C:32]([CH:36]3[CH2:40][CH2:39][CH2:38][CH2:37]3)[CH:31]=2)[CH:25]=1)=O)(C)(C)C.C(O)(C(F)(F)F)=O. (5) Given the product [CH3:28][N:29]1[CH2:34][CH2:33][CH:32]([O:35][C:36]2[CH:41]=[CH:40][C:39]([C:2]3[C:10]4[C:5](=[CH:6][CH:7]=[C:8]([C:11]([NH:13][CH2:14][C:15]5[CH:20]=[CH:19][CH:18]=[CH:17][C:16]=5[CH2:21][N:22]5[CH2:27][CH2:26][O:25][CH2:24][CH2:23]5)=[O:12])[CH:9]=4)[NH:4][N:3]=3)=[CH:38][CH:37]=2)[CH2:31][CH2:30]1, predict the reactants needed to synthesize it. The reactants are: I[C:2]1[C:10]2[C:5](=[CH:6][CH:7]=[C:8]([C:11]([NH:13][CH2:14][C:15]3[CH:20]=[CH:19][CH:18]=[CH:17][C:16]=3[CH2:21][N:22]3[CH2:27][CH2:26][O:25][CH2:24][CH2:23]3)=[O:12])[CH:9]=2)[NH:4][N:3]=1.[CH3:28][N:29]1[CH2:34][CH2:33][CH:32]([O:35][C:36]2[CH:41]=[CH:40][C:39](B3OC(C)(C)C(C)(C)O3)=[CH:38][CH:37]=2)[CH2:31][CH2:30]1.C([O-])([O-])=O.[Na+].[Na+].C1(C)C=CC=CC=1. (6) Given the product [F:1][C:2]1[CH:3]=[C:4]([NH:13][C:14]([C@H:16]2[C:25]3[C:20](=[CH:21][C:22]([O:26][CH3:27])=[CH:23][CH:24]=3)[CH2:19][CH2:18][N:17]2[C:28]([C@@H:30]2[CH2:32][C@H:31]2[CH2:33][C:34]([OH:36])=[O:35])=[O:29])=[O:15])[CH:5]=[C:6]([F:12])[C:7]=1[Si:8]([CH3:9])([CH3:10])[CH3:11], predict the reactants needed to synthesize it. The reactants are: [F:1][C:2]1[CH:3]=[C:4]([NH:13][C:14]([C@H:16]2[C:25]3[C:20](=[CH:21][C:22]([O:26][CH3:27])=[CH:23][CH:24]=3)[CH2:19][CH2:18][N:17]2[C:28]([C@@H:30]2[CH2:32][C@H:31]2[CH2:33][C:34]([O:36]CC2C=CC=CC=2)=[O:35])=[O:29])=[O:15])[CH:5]=[C:6]([F:12])[C:7]=1[Si:8]([CH3:11])([CH3:10])[CH3:9].